From a dataset of Catalyst prediction with 721,799 reactions and 888 catalyst types from USPTO. Predict which catalyst facilitates the given reaction. (1) Reactant: Cl.Cl.[NH2:3][C@H:4]1[CH:9]2[CH2:10][CH2:11][N:6]([CH2:7][CH2:8]2)[CH2:5]1.[H-].[Na+].[Cl:14][C:15]1[CH:16]=[C:17]2[C:21](=[C:22]([C:24]([O:26][CH3:27])=[O:25])[CH:23]=1)[N:20]([CH2:28]C=O)[CH:19]=[C:18]2[CH3:31].C(O[BH-](OC(=O)C)OC(=O)C)(=O)C.[Na+]. Product: [Cl:14][C:15]1[CH:16]=[C:17]2[C:21](=[C:22]([C:24]([O:26][CH3:27])=[O:25])[CH:23]=1)[N:20]([CH2:28][NH:3][C@H:4]1[CH:9]3[CH2:10][CH2:11][N:6]([CH2:7][CH2:8]3)[CH2:5]1)[CH:19]=[C:18]2[CH3:31]. The catalyst class is: 322. (2) Reactant: [C:1]([OH:4])(=[S:3])[CH3:2].[C:5]([NH:8][CH:9]([C:15](=[O:18])[CH2:16]Br)[C:10]([O:12][CH2:13][CH3:14])=[O:11])(=[O:7])[CH3:6].[OH-].[K+].O. Product: [C:5]([NH:8][C@H:9]([C:10]([O:12][CH2:13][CH3:14])=[O:11])[C:15](=[O:18])[CH2:16][S:3][C:1](=[O:4])[CH3:2])(=[O:7])[CH3:6]. The catalyst class is: 8. (3) Reactant: [F:1][CH:2]([F:26])[O:3][C:4]1[C:5]([OH:25])=[C:6](/[CH:10]=[CH:11]/[C:12]2[N:13]=[C:14]3[N:18]([C:19]=2[C:20]([O:22][CH2:23][CH3:24])=[O:21])[CH:17]=[CH:16][S:15]3)[CH:7]=[CH:8][CH:9]=1.Br[CH2:28][CH2:29][CH2:30][CH2:31][CH3:32].C(=O)([O-])[O-].[K+].[K+]. Product: [F:26][CH:2]([F:1])[O:3][C:4]1[C:5]([O:25][CH2:28][CH2:29][CH2:30][CH2:31][CH3:32])=[C:6](/[CH:10]=[CH:11]/[C:12]2[N:13]=[C:14]3[N:18]([C:19]=2[C:20]([O:22][CH2:23][CH3:24])=[O:21])[CH:17]=[CH:16][S:15]3)[CH:7]=[CH:8][CH:9]=1. The catalyst class is: 9.